Dataset: Catalyst prediction with 721,799 reactions and 888 catalyst types from USPTO. Task: Predict which catalyst facilitates the given reaction. (1) Reactant: Cl.[C:2](=[NH:12])([O:9][CH2:10][CH3:11])[C:3]1[CH:8]=[CH:7][CH:6]=[CH:5][CH:4]=1.C(N(CC)CC)C.[Cl:20][CH2:21][C:22](Cl)=[O:23]. Product: [Cl:20][CH2:21][C:22](/[N:12]=[C:2](\[O:9][CH2:10][CH3:11])/[C:3]1[CH:8]=[CH:7][CH:6]=[CH:5][CH:4]=1)=[O:23]. The catalyst class is: 68. (2) Reactant: C(OC(=O)[NH:7][C@H:8]1[CH2:12][CH2:11][N:10]([C@@H:13]([CH2:19][NH:20][C:21]([O:23][CH2:24][C:25]2[CH:30]=[CH:29][CH:28]=[CH:27][CH:26]=2)=[O:22])[C@@H:14]([OH:18])[C:15]#[C:16][CH3:17])[C:9]1=[O:31])(C)(C)C.C(O)(C(F)(F)F)=O.C(N(CC)C(C)C)(C)C.[C:49]([NH:56][C:57]1[CH:65]=[CH:64][C:63]([C:66]([F:69])([F:68])[F:67])=[CH:62][C:58]=1[C:59]([OH:61])=O)([O:51][C:52]([CH3:55])([CH3:54])[CH3:53])=[O:50].CN(C(ON1N=NC2C=CC=NC1=2)=[N+](C)C)C.F[P-](F)(F)(F)(F)F. Product: [C:52]([O:51][C:49](=[O:50])[NH:56][C:57]1[CH:65]=[CH:64][C:63]([C:66]([F:69])([F:68])[F:67])=[CH:62][C:58]=1[C:59](=[O:61])[NH:7][C@H:8]1[CH2:12][CH2:11][N:10]([C@@H:13]([CH2:19][NH:20][C:21]([O:23][CH2:24][C:25]2[CH:30]=[CH:29][CH:28]=[CH:27][CH:26]=2)=[O:22])[C@@H:14]([OH:18])[C:15]#[C:16][CH3:17])[C:9]1=[O:31])([CH3:53])([CH3:55])[CH3:54]. The catalyst class is: 2. (3) Reactant: [CH:1]([C:3]1[CH:18]=[CH:17][C:6]([O:7][C:8]2[N:9]=[CH:10][C:11]([C:14]([NH2:16])=[O:15])=[N:12][CH:13]=2)=[C:5]([O:19][CH3:20])[CH:4]=1)=O.[CH2:21]([CH:23]([CH2:27][CH3:28])[CH2:24][CH2:25][NH2:26])[CH3:22].[BH4-].[Na+]. Product: [CH2:21]([CH:23]([CH2:27][CH3:28])[CH2:24][CH2:25][NH:26][CH2:1][C:3]1[CH:18]=[CH:17][C:6]([O:7][C:8]2[N:9]=[CH:10][C:11]([C:14]([NH2:16])=[O:15])=[N:12][CH:13]=2)=[C:5]([O:19][CH3:20])[CH:4]=1)[CH3:22]. The catalyst class is: 5.